From a dataset of Full USPTO retrosynthesis dataset with 1.9M reactions from patents (1976-2016). Predict the reactants needed to synthesize the given product. (1) Given the product [ClH:19].[Cl:19][CH2:15][C:3]1[N:4]([CH2:10][C:11]([F:14])([F:13])[F:12])[C:5]([CH3:9])=[CH:6][C:7](=[O:8])[C:2]=1[OH:1], predict the reactants needed to synthesize it. The reactants are: [OH:1][C:2]1[C:7](=[O:8])[CH:6]=[C:5]([CH3:9])[N:4]([CH2:10][C:11]([F:14])([F:13])[F:12])[C:3]=1[CH2:15]O.S(Cl)([Cl:19])=O. (2) Given the product [ClH:34].[NH2:7][CH:8]1[CH2:12][CH2:11][CH:10]([NH:13][C:14]([C:16]2[C:24]3[C:19](=[N:20][CH:21]=[C:22]([C:25]4[C:33]5[C:28](=[CH:29][C:30]([Cl:34])=[CH:31][CH:32]=5)[N:27]([CH3:35])[N:26]=4)[N:23]=3)[N:18]([CH2:36][O:37][CH2:38][CH2:39][Si:40]([CH3:43])([CH3:42])[CH3:41])[CH:17]=2)=[O:15])[CH2:9]1, predict the reactants needed to synthesize it. The reactants are: C(OC(=O)[NH:7][CH:8]1[CH2:12][CH2:11][CH:10]([NH:13][C:14]([C:16]2[C:24]3[C:19](=[N:20][CH:21]=[C:22]([C:25]4[C:33]5[C:28](=[CH:29][C:30]([Cl:34])=[CH:31][CH:32]=5)[N:27]([CH3:35])[N:26]=4)[N:23]=3)[N:18]([CH2:36][O:37][CH2:38][CH2:39][Si:40]([CH3:43])([CH3:42])[CH3:41])[CH:17]=2)=[O:15])[CH2:9]1)(C)(C)C.C(Cl)(=O)C.